From a dataset of Full USPTO retrosynthesis dataset with 1.9M reactions from patents (1976-2016). Predict the reactants needed to synthesize the given product. (1) The reactants are: [C:1]([C:3]1[CH:4]=[C:5]([CH:29]=[CH:30][CH:31]=1)[CH2:6][N:7]1[CH:11]=[C:10]([NH:12][C:13]([C:15]2[C:23]3[CH2:22][CH2:21][CH:20](C4C=NNC=4)[CH2:19][C:18]=3[NH:17][N:16]=2)=[O:14])[CH:9]=[N:8]1)#[N:2].C[Si](C)(C)CCOCN1C2CCCCC=2C(C(O)=O)=N1. Given the product [C:1]([C:3]1[CH:4]=[C:5]([CH:29]=[CH:30][CH:31]=1)[CH2:6][N:7]1[CH:11]=[C:10]([NH:12][C:13]([C:15]2[C:23]3[CH2:22][CH2:21][CH2:20][CH2:19][C:18]=3[NH:17][N:16]=2)=[O:14])[CH:9]=[N:8]1)#[N:2], predict the reactants needed to synthesize it. (2) Given the product [Cl:9][C:6]1[CH:5]=[C:4]([C:26]([C:28]([F:31])([F:30])[F:29])=[CH2:27])[CH:3]=[C:2]([Cl:1])[C:7]=1[CH3:8], predict the reactants needed to synthesize it. The reactants are: [Cl:1][C:2]1[CH:3]=[C:4](B2OC(C)(C)C(C)(C)O2)[CH:5]=[C:6]([Cl:9])[C:7]=1[CH3:8].C([O-])([O-])=O.[K+].[K+].Br[C:26]([C:28]([F:31])([F:30])[F:29])=[CH2:27]. (3) Given the product [C:12]1([S:9]([N:7]2[CH:8]=[C:4]([NH2:1])[CH:5]=[N:6]2)(=[O:10])=[O:11])[CH:17]=[CH:16][CH:15]=[CH:14][CH:13]=1, predict the reactants needed to synthesize it. The reactants are: [N+:1]([C:4]1[CH:5]=[N:6][N:7]([S:9]([C:12]2[CH:17]=[CH:16][CH:15]=[CH:14][CH:13]=2)(=[O:11])=[O:10])[CH:8]=1)([O-])=O. (4) Given the product [NH2:49][CH2:48][CH2:47][NH:8][CH:9]1[CH2:12][CH:11]([CH2:13][C:14]([NH:16][C@H:17]([B:34]2[O:42][CH:41]3[C:36]([CH3:46])([CH:37]4[CH2:43][CH:39]([CH2:40]3)[C:38]4([CH3:45])[CH3:44])[O:35]2)[CH2:18][C:19]2[C:20]([O:32][CH3:33])=[C:21]([CH:29]=[CH:30][CH:31]=2)[C:22]([OH:24])=[O:23])=[O:15])[CH2:10]1, predict the reactants needed to synthesize it. The reactants are: C(OC([N:8]([CH2:47][CH2:48][NH:49]C(OC(C)(C)C)=O)[CH:9]1[CH2:12][CH:11]([CH2:13][C:14]([NH:16][C@H:17]([B:34]2[O:42][CH:41]3[C:36]([CH3:46])([CH:37]4[CH2:43][CH:39]([CH2:40]3)[C:38]4([CH3:45])[CH3:44])[O:35]2)[CH2:18][C:19]2[C:20]([O:32][CH3:33])=[C:21]([CH:29]=[CH:30][CH:31]=2)[C:22]([O:24]C(C)(C)C)=[O:23])=[O:15])[CH2:10]1)=O)(C)(C)C.Cl. (5) Given the product [Br:2][C:3]1[CH:4]=[C:5]2[C:10]([NH:11][C@H:12]3[C@@H:16]([O:17][CH3:18])[CH2:15][N:14]([C:25]4[N:30]=[CH:29][C:28]([C:31]#[N:32])=[CH:27][N:26]=4)[CH2:13]3)=[C:9]([C:19]([NH2:21])=[O:20])[CH:8]=[N:7][N:6]2[CH:22]=1, predict the reactants needed to synthesize it. The reactants are: I.[Br:2][C:3]1[CH:4]=[C:5]2[C:10]([NH:11][C@H:12]3[C@@H:16]([O:17][CH3:18])[CH2:15][NH:14][CH2:13]3)=[C:9]([C:19]([NH2:21])=[O:20])[CH:8]=[N:7][N:6]2[CH:22]=1.CS[C:25]1[N:30]=[CH:29][C:28]([C:31]#[N:32])=[CH:27][N:26]=1.C(N(CC)C(C)C)(C)C.O. (6) The reactants are: [CH3:1][NH:2][C:3]1(NC)[CH:8]=[CH:7][C:6]([S:9]([NH:12][C:13]2[CH:14]=[CH:15][CH:16]=[C:17]3[C:22]=2[N:21]=[CH:20][CH:19]=[CH:18]3)(=[O:11])=[O:10])=[C:5]([N+:23]([O-])=O)[CH2:4]1.Cl[Sn]Cl.Cl.[CH3:32]CO. Given the product [NH2:23][C:5]1[CH:4]=[C:3]([N:2]([CH3:32])[CH3:1])[CH:8]=[CH:7][C:6]=1[S:9]([NH:12][C:13]1[CH:14]=[CH:15][CH:16]=[C:17]2[C:22]=1[N:21]=[CH:20][CH:19]=[CH:18]2)(=[O:10])=[O:11], predict the reactants needed to synthesize it. (7) The reactants are: [ClH:1].[F:2][C:3]1[C:12]2[C:7](=[CH:8][CH:9]=[CH:10][CH:11]=2)[C:6]([C@H:13]([NH:15]S(C(C)(C)C)=O)[CH3:14])=[CH:5][CH:4]=1. Given the product [ClH:1].[F:2][C:3]1[C:12]2[C:7](=[CH:8][CH:9]=[CH:10][CH:11]=2)[C:6]([C@H:13]([NH2:15])[CH3:14])=[CH:5][CH:4]=1, predict the reactants needed to synthesize it.